From a dataset of Full USPTO retrosynthesis dataset with 1.9M reactions from patents (1976-2016). Predict the reactants needed to synthesize the given product. (1) Given the product [Cl:1][C:2]1[CH:10]=[CH:9][C:5]([C:6]([O:8][CH3:21])=[O:7])=[C:4]([O:11][CH2:12][C:13]([F:15])([F:14])[F:16])[N:3]=1, predict the reactants needed to synthesize it. The reactants are: [Cl:1][C:2]1[CH:10]=[CH:9][C:5]([C:6]([OH:8])=[O:7])=[C:4]([O:11][CH2:12][C:13]([F:16])([F:15])[F:14])[N:3]=1.S(Cl)(Cl)=O.[CH3:21]O. (2) Given the product [CH3:9][C:4]1[CH:5]=[C:6]([CH3:8])[CH:7]=[C:2]([CH3:1])[C:3]=1[CH2:10][C:11]([O:13][CH3:14])=[O:12], predict the reactants needed to synthesize it. The reactants are: [CH3:1][C:2]1[CH:7]=[C:6]([CH3:8])[CH:5]=[C:4]([CH3:9])[C:3]=1[CH2:10][C:11]([OH:13])=[O:12].[CH3:14]O. (3) Given the product [Br:1][C:2]1[CH:7]=[CH:6][C:5]([Cl:8])=[C:4]([CH2:9][Cl:13])[CH:3]=1, predict the reactants needed to synthesize it. The reactants are: [Br:1][C:2]1[CH:7]=[CH:6][C:5]([Cl:8])=[C:4]([CH2:9]O)[CH:3]=1.S(Cl)([Cl:13])=O. (4) Given the product [CH:2]1([CH2:5][O:6][C:7]2[CH:15]=[CH:14][C:10]3[O:11][CH2:12][O:13][C:9]=3[C:8]=2[C:16]2[C:17]3[NH:24][C:23]([CH3:25])=[C:22]([C:26]([NH:28][C@@H:29]4[CH2:33][CH2:32][N:31]([C:34](=[O:37])[CH2:35][CH3:36])[CH2:30]4)=[O:27])[C:18]=3[N:19]=[CH:20][N:21]=2)[CH2:4][CH2:3]1, predict the reactants needed to synthesize it. The reactants are: Cl.[CH:2]1([CH2:5][O:6][C:7]2[CH:15]=[CH:14][C:10]3[O:11][CH2:12][O:13][C:9]=3[C:8]=2[C:16]2[C:17]3[NH:24][C:23]([CH3:25])=[C:22]([C:26]([NH:28][C@@H:29]4[CH2:33][CH2:32][NH:31][CH2:30]4)=[O:27])[C:18]=3[N:19]=[CH:20][N:21]=2)[CH2:4][CH2:3]1.[C:34](Cl)(=[O:37])[CH2:35][CH3:36]. (5) Given the product [Si:13]([O:20][CH:21]1[CH2:30][CH2:29][CH2:28][C:27]2[N:26]=[C:25]([CH:10]3[C:9]4[C:4](=[CH:5][CH:6]=[C:7]([C:11]#[N:12])[CH:8]=4)[NH:3][C:2]3=[O:1])[CH:24]=[CH:23][C:22]1=2)([C:16]([CH3:19])([CH3:18])[CH3:17])([CH3:15])[CH3:14], predict the reactants needed to synthesize it. The reactants are: [O:1]=[C:2]1[CH2:10][C:9]2[C:4](=[CH:5][CH:6]=[C:7]([C:11]#[N:12])[CH:8]=2)[NH:3]1.[Si:13]([O:20][CH:21]1[CH2:30][CH2:29][CH2:28][C:27]2[N:26]=[C:25](Cl)[CH:24]=[CH:23][C:22]1=2)([C:16]([CH3:19])([CH3:18])[CH3:17])([CH3:15])[CH3:14].C([O-])([O-])=O.[K+].[K+].CC(C1C=C(C(C)C)C(C2C=CC=CC=2P(C2CCCCC2)C2CCCCC2)=C(C(C)C)C=1)C. (6) Given the product [Br:8][C:9]1[CH:10]=[CH:11][C:12]([CH2:13][C:14]2[CH:15]=[N:16][C:17]3[N:18]([N:20]=[CH:21][C:22]=3[C:23]([NH:25][CH2:26][CH2:27][NH:28][C:36]([C:32]3[NH:31][CH:35]=[CH:34][CH:33]=3)=[O:37])=[O:24])[CH:19]=2)=[CH:29][CH:30]=1, predict the reactants needed to synthesize it. The reactants are: FC(F)(F)C([O-])=O.[Br:8][C:9]1[CH:30]=[CH:29][C:12]([CH2:13][C:14]2[CH:15]=[N:16][C:17]3[N:18]([N:20]=[CH:21][C:22]=3[C:23]([NH:25][CH2:26][CH2:27][NH3+:28])=[O:24])[CH:19]=2)=[CH:11][CH:10]=1.[NH:31]1[CH:35]=[CH:34][CH:33]=[C:32]1[C:36](O)=[O:37].CN(C(ON1N=NC2C=CC=CC1=2)=[N+](C)C)C.[B-](F)(F)(F)F.C(N(CC)CC)C.